This data is from Experimentally validated miRNA-target interactions with 360,000+ pairs, plus equal number of negative samples. The task is: Binary Classification. Given a miRNA mature sequence and a target amino acid sequence, predict their likelihood of interaction. The miRNA is hsa-miR-20b-3p with sequence ACUGUAGUAUGGGCACUUCCAG. The protein sequence of the target gene is MGLLDLCEEVFGTADLYRVLGVRREASDGEVRRGYHKVSLQVHPDRVGEGDKEDATRRFQILGKVYSVLSDREQRAVYDEQGTVDEDSPVLTQDRDWEAYWRLLFKKISLEDIQAFEKTYKGSEEELADIKQAYLDFKGDMDQIMESVLCVQYTEEPRIRNIIQQAIDAGEVPSYNAFVKESKQKMNARKRRAQEEAKEAEMSRKELGLDEGVDSLKAAIQSRQKDRQKEMDNFLAQMEAKYCKSSKGGGKKSALKKEKK. Result: 0 (no interaction).